Dataset: Experimentally validated miRNA-target interactions with 360,000+ pairs, plus equal number of negative samples. Task: Binary Classification. Given a miRNA mature sequence and a target amino acid sequence, predict their likelihood of interaction. The miRNA is mmu-miR-883a-5p with sequence UGCUGAGAGAAGUAGCAGUUAC. The protein sequence of the target gene is MATAACEPVARPSLTSISSGELRSLWTCDCELALLPLSQLLRLQPGAFQLRGEQLLVPGPGEPAAARGGFNVFGDGLVRLEGQLYRLSSYIKRYVELTNYCDYKDYRETILSKPMVFFINVQTKKDISKERTYAFLVNTRHPKIRRQIEQGMDMVISSVIGESYRLQFDFQEVVKNFFPPGTIVLNGENLSFTYEFKADALFDFFYWFGLSNSTVKVHGKVLNLTSTNPEKKETIKLFLEKMSEPLIRRSSFSDRKFSVTSRGSIDDVFNCNLSPRSSVTEPLLAEFSFPSLLECEETSS.... Result: 1 (interaction).